Regression/Classification. Given a drug SMILES string, predict its absorption, distribution, metabolism, or excretion properties. Task type varies by dataset: regression for continuous measurements (e.g., permeability, clearance, half-life) or binary classification for categorical outcomes (e.g., BBB penetration, CYP inhibition). For this dataset (half_life_obach), we predict log10(half-life) (log10 of half-life in hours). From a dataset of Drug half-life prediction data from Obach et al.. (1) The molecule is CC=CC1=C(C(=O)O)N2C(=O)[C@@H](NC(=O)[C@H](N)c3ccc(O)cc3)[C@H]2SC1. The log10(half-life) is 0.0800. (2) The compound is CNC(C)[C@@H]1CC[C@@H](N)[C@@H](O[C@@H]2[C@@H](N)C[C@@H](N)[C@H](O[C@H]3OC[C@](C)(O)[C@H](NC)[C@H]3O)[C@H]2O)O1.CN[C@@H]1[C@@H](O)[C@@H](O[C@@H]2[C@@H](O)[C@H](O[C@H]3O[C@H](C(C)N)CC[C@H]3N)[C@@H](N)C[C@H]2N)OC[C@]1(C)O.CN[C@@H]1[C@@H](O)[C@@H](O[C@@H]2[C@@H](O)[C@H](O[C@H]3O[C@H](CN)CC[C@H]3N)[C@@H](N)C[C@H]2N)OC[C@]1(C)O. The log10(half-life) is 0.670. (3) The drug is Cc1cccc([C@H](C)c2c[nH]cn2)c1C. The log10(half-life) is 0.340. (4) The drug is O=[N+]([O-])O[C@@H]1CO[C@@H]2[C@@H](O)CO[C@H]12. The log10(half-life) is 0.610. (5) The log10(half-life) is 0.380. The drug is CNC(=O)c1cccc2c(Nc3ccc(NS(C)(=O)=O)cc3OC)c3cccc(C)c3nc12. (6) The molecule is CCN(C(C)=O)c1cccc(-c2ccnc3c(C#N)cnn23)c1. The log10(half-life) is 0.0400. (7) The molecule is CCCCC1=NC2(CCCC2)C(=O)N1Cc1ccc(-c2ccccc2-c2nn[nH]n2)cc1. The log10(half-life) is 1.15. (8) The drug is Cc1nnc2n1-c1sc(Br)cc1C(c1ccccc1Cl)=NC2. The log10(half-life) is 0.680. (9) The molecule is Nc1nc(NC2CC2)c2ncn([C@H]3C=C[C@@H](CO)C3)c2n1. The log10(half-life) is 0.